Dataset: Full USPTO retrosynthesis dataset with 1.9M reactions from patents (1976-2016). Task: Predict the reactants needed to synthesize the given product. (1) The reactants are: [CH3:1][N:2]1[CH:6]=[C:5]([C:7]2[CH:8]=[C:9]([C:13]3[N:18]=[CH:17][C:16]([C:19]4[CH:20]=[N:21][NH:22][CH:23]=4)=[CH:15][N:14]=3)[CH:10]=[CH:11][CH:12]=2)[CH:4]=[N:3]1.[H-].[Na+].C(=O)([O-])[O-].[Cs+].[Cs+].Br.Br[CH2:34][CH2:35][C:36]1[CH:41]=[CH:40][N:39]=[CH:38][CH:37]=1. Given the product [CH3:1][N:2]1[CH:6]=[C:5]([C:7]2[CH:8]=[C:9]([C:13]3[N:14]=[CH:15][C:16]([C:19]4[CH:20]=[N:21][N:22]([CH2:34][CH2:35][C:36]5[CH:41]=[CH:40][N:39]=[CH:38][CH:37]=5)[CH:23]=4)=[CH:17][N:18]=3)[CH:10]=[CH:11][CH:12]=2)[CH:4]=[N:3]1, predict the reactants needed to synthesize it. (2) The reactants are: [F:1][C:2]1[CH:3]=[C:4]([C:9]2[C:18]3[C:13](=[CH:14][CH:15]=[CH:16][CH:17]=3)[CH:12]=[CH:11][C:10]=2[CH:19]([NH2:21])[CH3:20])[CH:5]=[C:6]([F:8])[CH:7]=1.[NH2:22][C:23]1[C:28]([C:29]#[N:30])=[C:27](Cl)[N:26]=[CH:25][N:24]=1.CCN(C(C)C)C(C)C. Given the product [NH2:22][C:23]1[C:28]([C:29]#[N:30])=[C:27]([NH:21][CH:19]([C:10]2[CH:11]=[CH:12][C:13]3[C:18](=[CH:17][CH:16]=[CH:15][CH:14]=3)[C:9]=2[C:4]2[CH:3]=[C:2]([F:1])[CH:7]=[C:6]([F:8])[CH:5]=2)[CH3:20])[N:26]=[CH:25][N:24]=1, predict the reactants needed to synthesize it. (3) Given the product [F:27][C:24]1[CH:25]=[CH:26][C:21]([CH2:20][C:17]2[O:16][C:15]([C:13]3[N:14]=[C:3]4[C:2]5([NH:1][C:33](=[O:34])[C:32]([N:31]([CH3:37])[CH3:30])=[O:36])[CH2:10][CH2:9][CH:6]([CH2:7][CH2:8]5)[CH2:5][N:4]4[C:11](=[O:29])[C:12]=3[OH:28])=[N:19][N:18]=2)=[CH:22][CH:23]=1, predict the reactants needed to synthesize it. The reactants are: [NH2:1][C:2]12[CH2:10][CH2:9][CH:6]([CH2:7][CH2:8]1)[CH2:5][N:4]1[C:11](=[O:29])[C:12]([OH:28])=[C:13]([C:15]3[O:16][C:17]([CH2:20][C:21]4[CH:26]=[CH:25][C:24]([F:27])=[CH:23][CH:22]=4)=[N:18][N:19]=3)[N:14]=[C:3]21.[CH3:30][N:31]([CH3:37])[C:32](=[O:36])[C:33](O)=[O:34].CN(C(ON1N=NC2C=CC=NC1=2)=[N+](C)C)C.F[P-](F)(F)(F)(F)F. (4) Given the product [CH3:52][N:32]([CH3:31])[CH2:33][CH2:34][O:35][C:36](=[O:51])[C@@H:37]([NH:43][C:44]([O:46][C:47]([CH3:48])([CH3:49])[CH3:50])=[O:45])[CH2:38][CH2:39][C:40](=[O:41])[NH:25][C:20]1[C:19]([C:17]2[O:16][N:15]=[C:14]([CH2:13][C:12]3[CH:26]=[CH:27][C:9]([CH2:8][O:7][C:2]4[CH:3]=[CH:4][CH:5]=[CH:6][N:1]=4)=[CH:10][CH:11]=3)[CH:18]=2)=[CH:24][CH:23]=[CH:22][N:21]=1, predict the reactants needed to synthesize it. The reactants are: [N:1]1[CH:6]=[CH:5][CH:4]=[CH:3][C:2]=1[O:7][CH2:8][C:9]1[CH:27]=[CH:26][C:12]([CH2:13][C:14]2[CH:18]=[C:17]([C:19]3[C:20]([NH2:25])=[N:21][CH:22]=[CH:23][CH:24]=3)[O:16][N:15]=2)=[CH:11][CH:10]=1.C(#N)C.[CH3:31][N:32]([CH3:52])[CH2:33][CH2:34][O:35][C:36](=[O:51])[C@@H:37]([NH:43][C:44]([O:46][C:47]([CH3:50])([CH3:49])[CH3:48])=[O:45])[CH2:38][CH2:39][C:40](O)=[O:41].F[P-](F)(F)(F)(F)F.N1(OC(N(C)C)=[N+](C)C)C2N=CC=CC=2N=N1. (5) Given the product [O:1]1[CH:5]=[CH:4][CH:3]=[C:2]1[C:6]1[N:7]=[C:8]([NH2:16])[N:9]=[C:10]([NH:20][CH2:17][CH2:18][CH3:19])[C:11]=1[I:12], predict the reactants needed to synthesize it. The reactants are: [O:1]1[CH:5]=[CH:4][CH:3]=[C:2]1[C:6]1[C:11]([I:12])=[C:10](S(C)=O)[N:9]=[C:8]([NH2:16])[N:7]=1.[CH2:17]([NH2:20])[CH2:18][CH3:19].